Dataset: NCI-60 drug combinations with 297,098 pairs across 59 cell lines. Task: Regression. Given two drug SMILES strings and cell line genomic features, predict the synergy score measuring deviation from expected non-interaction effect. Drug 1: CC1=C(C(=CC=C1)Cl)NC(=O)C2=CN=C(S2)NC3=CC(=NC(=N3)C)N4CCN(CC4)CCO. Drug 2: C1CCC(C(C1)[NH-])[NH-].C(=O)(C(=O)[O-])[O-].[Pt+4]. Cell line: OVCAR3. Synergy scores: CSS=44.0, Synergy_ZIP=-5.44, Synergy_Bliss=-5.81, Synergy_Loewe=-3.14, Synergy_HSA=1.10.